Task: Predict the reactants needed to synthesize the given product.. Dataset: Full USPTO retrosynthesis dataset with 1.9M reactions from patents (1976-2016) (1) Given the product [C:9]([O:13][C:14](=[O:19])[NH:15][CH2:16][CH2:17][O:8][C:5]1[CH:6]=[N:7][C:2]([Br:1])=[CH:3][CH:4]=1)([CH3:12])([CH3:11])[CH3:10], predict the reactants needed to synthesize it. The reactants are: [Br:1][C:2]1[N:7]=[CH:6][C:5]([OH:8])=[CH:4][CH:3]=1.[C:9]([O:13][C:14](=[O:19])[NH:15][CH2:16][CH2:17]Br)([CH3:12])([CH3:11])[CH3:10].C(=O)([O-])[O-].[Cs+].[Cs+].CN(C)C=O. (2) Given the product [Br:15][C:16]1[CH:21]=[CH:20][C:19]([N:22]2[CH2:27][CH2:26][CH2:25][C@H:24]([N:28]3[CH2:6][CH2:5][CH:4]([CH3:8])[CH2:3][CH2:2]3)[CH2:23]2)=[CH:18][CH:17]=1, predict the reactants needed to synthesize it. The reactants are: Br[CH2:2][CH2:3][CH:4]([CH3:8])[CH2:5][CH2:6]Br.C(=O)([O-])[O-].[K+].[K+].[Br:15][C:16]1[CH:21]=[CH:20][C:19]([N:22]2[CH2:27][CH2:26][CH2:25][C@H:24]([NH2:28])[CH2:23]2)=[CH:18][CH:17]=1.[OH-].[Na+]. (3) Given the product [Cl:1][C:2]1[CH:7]=[CH:6][CH:5]=[C:4]([Cl:8])[C:3]=1[C:9]([NH:11][C@H:12]([C:35]([OH:37])=[O:36])[CH2:13][C:14]1[CH:15]=[CH:16][C:17]([O:20][CH2:21][CH2:22][C:23]2[CH:28]=[CH:27][CH:26]=[C:25]([NH:29][CH2:30][CH2:31][N:32]([CH3:33])[CH3:34])[N:24]=2)=[CH:18][CH:19]=1)=[O:10], predict the reactants needed to synthesize it. The reactants are: [Cl:1][C:2]1[CH:7]=[CH:6][CH:5]=[C:4]([Cl:8])[C:3]=1[C:9]([NH:11][C@H:12]([C:35]([O:37]C)=[O:36])[CH2:13][C:14]1[CH:19]=[CH:18][C:17]([O:20][CH2:21][CH2:22][C:23]2[CH:28]=[CH:27][CH:26]=[C:25]([NH:29][CH2:30][CH2:31][N:32]([CH3:34])[CH3:33])[N:24]=2)=[CH:16][CH:15]=1)=[O:10].[Li+].[OH-]. (4) The reactants are: C(N(CC)CC)C.[Br:8][C:9]1[CH:10]=[C:11]([S:15](Cl)(=[O:17])=[O:16])[CH:12]=[CH:13][CH:14]=1.[CH3:19][CH:20]1[NH:25][CH2:24][CH2:23][N:22]([C:26]([C:28]2[CH:33]=[CH:32][CH:31]=[CH:30][CH:29]=2)=[O:27])[CH2:21]1.CO.C(Cl)(Cl)Cl. Given the product [Br:8][C:9]1[CH:10]=[C:11]([S:15]([N:25]2[CH2:24][CH2:23][N:22]([C:26]([C:28]3[CH:29]=[CH:30][CH:31]=[CH:32][CH:33]=3)=[O:27])[CH2:21][CH:20]2[CH3:19])(=[O:17])=[O:16])[CH:12]=[CH:13][CH:14]=1, predict the reactants needed to synthesize it. (5) Given the product [C:8]([O:27][CH2:28][CH2:29][CH2:30][N:31]([C:58](=[O:59])[CH2:57][N:56]([CH3:61])[CH3:55])[CH2:32][CH2:33][CH2:34][O:35][C:36](=[O:54])[CH2:37][CH2:38][CH2:39][CH2:40][CH2:41][CH2:42][CH2:43]/[CH:44]=[CH:45]\[CH2:46][CH2:47][CH2:48][CH2:49][CH2:50][CH2:51][CH2:52][CH3:53])(=[O:26])[CH2:9][CH2:10][CH2:11][CH2:12][CH2:13][CH2:14][CH2:15]/[CH:16]=[CH:17]\[CH2:18][CH2:19][CH2:20][CH2:21][CH2:22][CH2:23][CH2:24][CH3:25], predict the reactants needed to synthesize it. The reactants are: OC(C(F)(F)F)=O.[C:8]([O:27][CH2:28][CH2:29][CH2:30][NH:31][CH2:32][CH2:33][CH2:34][O:35][C:36](=[O:54])[CH2:37][CH2:38][CH2:39][CH2:40][CH2:41][CH2:42][CH2:43]/[CH:44]=[CH:45]\[CH2:46][CH2:47][CH2:48][CH2:49][CH2:50][CH2:51][CH2:52][CH3:53])(=[O:26])[CH2:9][CH2:10][CH2:11][CH2:12][CH2:13][CH2:14][CH2:15]/[CH:16]=[CH:17]\[CH2:18][CH2:19][CH2:20][CH2:21][CH2:22][CH2:23][CH2:24][CH3:25].[CH3:55][N:56]([CH3:61])[CH2:57][C:58](O)=[O:59].CN(C(ON1N=NC2C=CC=NC1=2)=[N+](C)C)C.F[P-](F)(F)(F)(F)F.CCN(C(C)C)C(C)C. (6) Given the product [Br:39][C:40]1[CH:41]=[C:42]([C:43](=[O:44])[C:8]([C:7]2[CH:28]=[CH:29][C:4]([O:3][CH3:2])=[C:5]([C:30]([F:31])([F:32])[F:33])[CH:6]=2)=[O:50])[CH:46]=[CH:47][CH:48]=1, predict the reactants needed to synthesize it. The reactants are: [Br-].[CH3:2][O:3][C:4]1[CH:29]=[CH:28][C:7]([CH2:8][P+](C2C=CC=CC=2)(C2C=CC=CC=2)C2C=CC=CC=2)=[CH:6][C:5]=1[C:30]([F:33])([F:32])[F:31].C([Li])CCC.[Br:39][C:40]1[CH:41]=[C:42]([CH:46]=[CH:47][CH:48]=1)[C:43](Cl)=[O:44].S([O-])([O-])(=O)=[O:50].[Mg+2].[Mn]([O-])(=O)(=O)=O.[K+].